From a dataset of NCI-60 drug combinations with 297,098 pairs across 59 cell lines. Regression. Given two drug SMILES strings and cell line genomic features, predict the synergy score measuring deviation from expected non-interaction effect. (1) Drug 1: C1C(C(OC1N2C=NC3=C(N=C(N=C32)Cl)N)CO)O. Drug 2: COC1=NC(=NC2=C1N=CN2C3C(C(C(O3)CO)O)O)N. Cell line: A549. Synergy scores: CSS=14.4, Synergy_ZIP=0.246, Synergy_Bliss=-2.61, Synergy_Loewe=-32.1, Synergy_HSA=-3.81. (2) Cell line: A549. Drug 2: B(C(CC(C)C)NC(=O)C(CC1=CC=CC=C1)NC(=O)C2=NC=CN=C2)(O)O. Drug 1: CC1=C(C=C(C=C1)NC2=NC=CC(=N2)N(C)C3=CC4=NN(C(=C4C=C3)C)C)S(=O)(=O)N.Cl. Synergy scores: CSS=2.25, Synergy_ZIP=-1.81, Synergy_Bliss=-3.21, Synergy_Loewe=-2.63, Synergy_HSA=-3.08. (3) Drug 1: CC1=C(C=C(C=C1)C(=O)NC2=CC(=CC(=C2)C(F)(F)F)N3C=C(N=C3)C)NC4=NC=CC(=N4)C5=CN=CC=C5. Drug 2: C1CNP(=O)(OC1)N(CCCl)CCCl. Cell line: HS 578T. Synergy scores: CSS=4.32, Synergy_ZIP=-3.80, Synergy_Bliss=-4.01, Synergy_Loewe=-3.31, Synergy_HSA=-3.30. (4) Drug 1: CN1CCC(CC1)COC2=C(C=C3C(=C2)N=CN=C3NC4=C(C=C(C=C4)Br)F)OC. Drug 2: COCCOC1=C(C=C2C(=C1)C(=NC=N2)NC3=CC=CC(=C3)C#C)OCCOC.Cl. Cell line: HCT116. Synergy scores: CSS=1.29, Synergy_ZIP=0.374, Synergy_Bliss=0.576, Synergy_Loewe=-0.837, Synergy_HSA=-0.833.